From a dataset of NCI-60 drug combinations with 297,098 pairs across 59 cell lines. Regression. Given two drug SMILES strings and cell line genomic features, predict the synergy score measuring deviation from expected non-interaction effect. (1) Synergy scores: CSS=-0.787, Synergy_ZIP=5.41, Synergy_Bliss=9.80, Synergy_Loewe=8.08, Synergy_HSA=8.11. Cell line: HOP-62. Drug 1: C1CCC(C1)C(CC#N)N2C=C(C=N2)C3=C4C=CNC4=NC=N3. Drug 2: CC1C(C(=O)NC(C(=O)N2CCCC2C(=O)N(CC(=O)N(C(C(=O)O1)C(C)C)C)C)C(C)C)NC(=O)C3=C4C(=C(C=C3)C)OC5=C(C(=O)C(=C(C5=N4)C(=O)NC6C(OC(=O)C(N(C(=O)CN(C(=O)C7CCCN7C(=O)C(NC6=O)C(C)C)C)C)C(C)C)C)N)C. (2) Drug 1: C1CC(=O)NC(=O)C1N2C(=O)C3=CC=CC=C3C2=O. Drug 2: COC1=C2C(=CC3=C1OC=C3)C=CC(=O)O2. Cell line: SK-OV-3. Synergy scores: CSS=0.842, Synergy_ZIP=-1.25, Synergy_Bliss=-4.65, Synergy_Loewe=-3.68, Synergy_HSA=-4.59. (3) Drug 1: C1CC(=O)NC(=O)C1N2C(=O)C3=CC=CC=C3C2=O. Drug 2: N.N.Cl[Pt+2]Cl. Cell line: RPMI-8226. Synergy scores: CSS=28.2, Synergy_ZIP=3.15, Synergy_Bliss=3.44, Synergy_Loewe=-21.5, Synergy_HSA=1.08. (4) Cell line: EKVX. Drug 1: COC1=NC(=NC2=C1N=CN2C3C(C(C(O3)CO)O)O)N. Synergy scores: CSS=9.35, Synergy_ZIP=-4.10, Synergy_Bliss=-2.46, Synergy_Loewe=-10.5, Synergy_HSA=-1.46. Drug 2: CC=C1C(=O)NC(C(=O)OC2CC(=O)NC(C(=O)NC(CSSCCC=C2)C(=O)N1)C(C)C)C(C)C. (5) Drug 1: C1=CC(=CC=C1CCCC(=O)O)N(CCCl)CCCl. Drug 2: CC1=C(C=C(C=C1)NC(=O)C2=CC=C(C=C2)CN3CCN(CC3)C)NC4=NC=CC(=N4)C5=CN=CC=C5. Cell line: 786-0. Synergy scores: CSS=34.7, Synergy_ZIP=-3.31, Synergy_Bliss=-8.55, Synergy_Loewe=-4.95, Synergy_HSA=-6.44. (6) Cell line: PC-3. Drug 1: CC1=C(C=C(C=C1)NC(=O)C2=CC=C(C=C2)CN3CCN(CC3)C)NC4=NC=CC(=N4)C5=CN=CC=C5. Drug 2: CC1=C(N=C(N=C1N)C(CC(=O)N)NCC(C(=O)N)N)C(=O)NC(C(C2=CN=CN2)OC3C(C(C(C(O3)CO)O)O)OC4C(C(C(C(O4)CO)O)OC(=O)N)O)C(=O)NC(C)C(C(C)C(=O)NC(C(C)O)C(=O)NCCC5=NC(=CS5)C6=NC(=CS6)C(=O)NCCC[S+](C)C)O. Synergy scores: CSS=5.95, Synergy_ZIP=-2.82, Synergy_Bliss=-1.70, Synergy_Loewe=-9.75, Synergy_HSA=-2.23.